Dataset: Catalyst prediction with 721,799 reactions and 888 catalyst types from USPTO. Task: Predict which catalyst facilitates the given reaction. (1) Reactant: Cl.Cl.[CH3:3][O:4][C:5](=[O:24])[C:6]1[CH:11]=[CH:10][CH:9]=[N:8][C:7]=1[O:12][C:13]1[CH:18]=[CH:17][C:16]([CH2:19][C@H:20]([NH2:23])[CH2:21][OH:22])=[CH:15][CH:14]=1.[Cl:25][C:26]1[CH:27]=[C:28]([CH:32]=[CH:33][CH:34]=1)[C@H:29]1[O:31][CH2:30]1.C(N(CC)C(C)C)(C)C.[CH3:44][OH:45]. Product: [C:5]([OH:24])(=[O:4])[C:44]([OH:31])=[O:45].[CH3:3][O:4][C:5](=[O:24])[C:6]1[CH:11]=[CH:10][CH:9]=[N:8][C:7]=1[O:12][C:13]1[CH:18]=[CH:17][C:16]([CH2:19][C@H:20]([NH:23][CH2:30][C@@H:29]([C:28]2[CH:32]=[CH:33][CH:34]=[C:26]([Cl:25])[CH:27]=2)[OH:31])[CH2:21][OH:22])=[CH:15][CH:14]=1. The catalyst class is: 12. (2) Reactant: [CH3:1][C:2]1[N:3]=[CH:4][C:5]([CH:8]([NH2:17])[CH2:9][CH2:10][N:11]2[CH2:16][CH2:15][O:14][CH2:13][CH2:12]2)=[N:6][CH:7]=1.I[C:19]1[CH:20]=[C:21]2[C:30](=[CH:31][CH:32]=1)[S:29][C:28]1[C:27]([C:33]3[CH:38]=[C:37]([N:39]4[CH2:44][CH2:43][O:42][CH2:41][CH2:40]4)[CH:36]=[C:35]([O:45][CH2:46][C:47]4[CH:52]=[CH:51][C:50]([O:53][CH3:54])=[CH:49][CH:48]=4)[N:34]=3)=[CH:26][CH:25]=[CH:24][C:23]=1[S:22]2.C(=O)([O-])[O-].[Cs+].[Cs+].C(C1CCCCC1=O)(=O)C(C)C.C(=O)([O-])O.[Na+]. The catalyst class is: 590. Product: [CH3:54][O:53][C:50]1[CH:49]=[CH:48][C:47]([CH2:46][O:45][C:35]2[N:34]=[C:33]([C:27]3[CH:26]=[CH:25][CH:24]=[C:23]4[C:28]=3[S:29][C:30]3[CH:31]=[CH:32][C:19]([NH:17][CH:8]([C:5]5[CH:4]=[N:3][C:2]([CH3:1])=[CH:7][N:6]=5)[CH2:9][CH2:10][N:11]5[CH2:12][CH2:13][O:14][CH2:15][CH2:16]5)=[CH:20][C:21]=3[S:22]4)[CH:38]=[C:37]([N:39]3[CH2:40][CH2:41][O:42][CH2:43][CH2:44]3)[CH:36]=2)=[CH:52][CH:51]=1. (3) Reactant: [NH2:1][CH2:2][C:3]1[C:4]([F:20])=[C:5]([O:10][C:11]2[CH:12]=[C:13]([CH:16]=[C:17]([Cl:19])[CH:18]=2)[C:14]#[N:15])[C:6]([Cl:9])=[CH:7][CH:8]=1.CCN(C(C)C)C(C)C.[CH3:30][C:31]1[N:32]=[N:33][S:34][C:35]=1[C:36](O)=[O:37].CN(C(ON1N=NC2C=CC=NC1=2)=[N+](C)C)C.F[P-](F)(F)(F)(F)F. Product: [Cl:9][C:6]1[CH:7]=[CH:8][C:3]([CH2:2][NH:1][C:36]([C:35]2[S:34][N:33]=[N:32][C:31]=2[CH3:30])=[O:37])=[C:4]([F:20])[C:5]=1[O:10][C:11]1[CH:12]=[C:13]([C:14]#[N:15])[CH:16]=[C:17]([Cl:19])[CH:18]=1. The catalyst class is: 121. (4) Reactant: Br[C:2]1[CH:3]=[C:4]([CH:8]2[C:17]([CH3:19])([CH3:18])[CH2:16][C:15]3[C:10](=[CH:11][CH:12]=[C:13]([C:20]([OH:22])=[O:21])[CH:14]=3)[NH:9]2)[CH:5]=[CH:6][CH:7]=1.[CH2:23]([N:30]1[CH2:39][CH2:38][C:37]2[C:36](=[O:40])[NH:35][CH:34]=[N:33][C:32]=2[CH2:31]1)[C:24]1[CH:29]=[CH:28][CH:27]=[CH:26][CH:25]=1.Cl.CN(C)CC(O)=O.C(=O)([O-])[O-].[K+].[K+]. Product: [CH2:23]([N:30]1[CH2:39][CH2:38][C:37]2[C:36](=[O:40])[N:35]([C:2]3[CH:3]=[C:4]([CH:8]4[C:17]([CH3:19])([CH3:18])[CH2:16][C:15]5[C:10](=[CH:11][CH:12]=[C:13]([C:20]([OH:22])=[O:21])[CH:14]=5)[NH:9]4)[CH:5]=[CH:6][CH:7]=3)[CH:34]=[N:33][C:32]=2[CH2:31]1)[C:24]1[CH:25]=[CH:26][CH:27]=[CH:28][CH:29]=1. The catalyst class is: 156. (5) The catalyst class is: 52. Product: [C:3]([OH:12])(=[O:2])[CH3:4].[CH3:1][O:2][C:3]([CH:4]1[CH2:9][CH2:8][CH:7]([NH2:10])[CH2:6][CH:5]1[OH:11])=[O:12]. Reactant: [CH3:1][O:2][C:3](=[O:12])[C:4]1[CH:9]=[CH:8][C:7]([NH2:10])=[CH:6][C:5]=1[OH:11]. (6) Reactant: [CH3:1][CH2:2][CH2:3][CH2:4][CH:5]([OH:9])[C:6]([OH:8])=[O:7].C(O)(=O)[C@H](C)O.C(OC(=O)C)(=O)C. Product: [C:6]([OH:8])(=[O:7])[CH:5]([CH3:4])[OH:9].[OH:9][CH:5]([CH2:4][CH2:3][CH2:2][CH3:1])[C:6]([OH:8])=[O:7]. The catalyst class is: 6.